This data is from Retrosynthesis with 50K atom-mapped reactions and 10 reaction types from USPTO. The task is: Predict the reactants needed to synthesize the given product. (1) Given the product CCOC(=O)Cc1ccc(OC)c(Br)c1, predict the reactants needed to synthesize it. The reactants are: CCO.COc1ccc(CC(=O)O)cc1Br. (2) Given the product Cn1cncc1C(O)(c1ccc(Cl)nc1)c1ccc2c(c1)c(-c1cccc(Cl)c1)cc(=O)n2CC1CC1, predict the reactants needed to synthesize it. The reactants are: BrCC1CC1.Cn1cncc1C(O)(c1ccc(Cl)nc1)c1ccc2[nH]c(=O)cc(-c3cccc(Cl)c3)c2c1. (3) Given the product CC(C)(C)OC(=O)N1CC[C@](O)(c2ccc(F)c(F)c2)[C@@H](c2onc(-c3ccccc3CO)c2Br)C1, predict the reactants needed to synthesize it. The reactants are: COC(=O)c1ccccc1-c1noc([C@H]2CN(C(=O)OC(C)(C)C)CC[C@]2(O)c2ccc(F)c(F)c2)c1Br. (4) Given the product OC1CCCC1c1ccccn1, predict the reactants needed to synthesize it. The reactants are: O=C1CCCC1c1ccccn1.